This data is from Catalyst prediction with 721,799 reactions and 888 catalyst types from USPTO. The task is: Predict which catalyst facilitates the given reaction. (1) Reactant: [CH3:1][C:2]1([CH3:26])[C:10]2[C:5](=[CH:6][C:7]([C:11]([OH:13])=O)=[CH:8][CH:9]=2)[C:4](=[O:14])[N:3]1[CH2:15][CH:16]1[CH2:21][CH2:20][CH:19]([C:22]([F:25])([F:24])[F:23])[CH2:18][CH2:17]1.[CH2:27]([S:29]([C:32]1[CH:37]=[CH:36][C:35]([CH2:38][NH2:39])=[CH:34][CH:33]=1)(=[O:31])=[O:30])[CH3:28].CN(C(ON1N=NC2C=CC=NC1=2)=[N+](C)C)C.F[P-](F)(F)(F)(F)F.CCN(C(C)C)C(C)C. Product: [CH2:27]([S:29]([C:32]1[CH:37]=[CH:36][C:35]([CH2:38][NH:39][C:11]([C:7]2[CH:6]=[C:5]3[C:10](=[CH:9][CH:8]=2)[C:2]([CH3:1])([CH3:26])[N:3]([CH2:15][CH:16]2[CH2:17][CH2:18][CH:19]([C:22]([F:25])([F:24])[F:23])[CH2:20][CH2:21]2)[C:4]3=[O:14])=[O:13])=[CH:34][CH:33]=1)(=[O:31])=[O:30])[CH3:28]. The catalyst class is: 384. (2) Reactant: [CH:1]1([NH:4][C:5]([N:7]=[CH:8]N(C)C)=[S:6])[CH2:3][CH2:2]1.Cl[CH2:13][C:14]([O:16][CH2:17][CH3:18])=[O:15]. Product: [CH2:17]([O:16][C:14]([C:13]1[S:6][C:5]([NH:4][CH:1]2[CH2:3][CH2:2]2)=[N:7][CH:8]=1)=[O:15])[CH3:18]. The catalyst class is: 23. (3) Reactant: N1C=CC=CC=1.[C:7]([O:11][C:12]([N:14]1[CH2:19][CH2:18][CH:17]([C:20]([NH:22][NH:23][C:24]([C@@H:26]2[CH2:32][CH2:31][C@@H:30]3[CH2:33][N:27]2[C:28](=[O:42])[N:29]3[O:34][CH2:35][C:36]2[CH:41]=[CH:40][CH:39]=[CH:38][CH:37]=2)=O)=[O:21])[CH2:16][CH2:15]1)=[O:13])([CH3:10])([CH3:9])[CH3:8].O(S(C(F)(F)F)(=O)=O)S(C(F)(F)F)(=O)=O.C([O-])(O)=O.[Na+]. Product: [CH2:35]([O:34][N:29]1[C:28](=[O:42])[N:27]2[CH2:33][C@H:30]1[CH2:31][CH2:32][C@H:26]2[C:24]1[O:21][C:20]([CH:17]2[CH2:16][CH2:15][N:14]([C:12]([O:11][C:7]([CH3:10])([CH3:8])[CH3:9])=[O:13])[CH2:19][CH2:18]2)=[N:22][N:23]=1)[C:36]1[CH:41]=[CH:40][CH:39]=[CH:38][CH:37]=1. The catalyst class is: 2.